This data is from Full USPTO retrosynthesis dataset with 1.9M reactions from patents (1976-2016). The task is: Predict the reactants needed to synthesize the given product. (1) The reactants are: [CH3:1][O:2][C:3]1[C:12]2[C:11]([CH3:13])=[N:10][CH:9]=[CH:8][C:7]=2[C:6]([S:14]([OH:17])(=[O:16])=O)=[CH:5][CH:4]=1.[NH:18]1[CH2:24][CH2:23][CH2:22][NH:21][CH2:20][CH2:19]1. Given the product [N:18]1([S:14]([C:6]2[CH:5]=[CH:4][C:3]([O:2][CH3:1])=[C:12]3[C:7]=2[CH:8]=[CH:9][N:10]=[C:11]3[CH3:13])(=[O:16])=[O:17])[CH2:24][CH2:23][CH2:22][NH:21][CH2:20][CH2:19]1, predict the reactants needed to synthesize it. (2) Given the product [Cl:1][C:2]1[CH:3]=[CH:4][C:5]([O:18][C:19]2[C:27]([F:28])=[CH:26][CH:25]=[CH:24][C:20]=2[C:21]([O:23][CH3:35])=[O:22])=[C:6]2[C:11]=1[NH:10][C:9](=[O:12])[NH:8][C:7]12[CH2:17][CH2:16][CH2:15][CH2:14][CH2:13]1, predict the reactants needed to synthesize it. The reactants are: [Cl:1][C:2]1[CH:3]=[CH:4][C:5]([O:18][C:19]2[C:27]([F:28])=[CH:26][CH:25]=[CH:24][C:20]=2[C:21]([OH:23])=[O:22])=[C:6]2[C:11]=1[NH:10][C:9](=[O:12])[NH:8][C:7]12[CH2:17][CH2:16][CH2:15][CH2:14][CH2:13]1.OS(O)(=O)=O.O.[CH3:35]O. (3) Given the product [Si:18]([O:1][CH2:2][CH2:3][C:4]1[S:8][C:7]([CH2:9][C:10]([OH:12])=[O:11])=[CH:6][CH:5]=1)([C:21]([CH3:24])([CH3:23])[CH3:22])([CH3:20])[CH3:19], predict the reactants needed to synthesize it. The reactants are: [OH:1][CH2:2][CH2:3][C:4]1[S:8][C:7]([CH2:9][C:10]([OH:12])=[O:11])=[CH:6][CH:5]=1.N1C=CN=C1.[Si:18](Cl)([C:21]([CH3:24])([CH3:23])[CH3:22])([CH3:20])[CH3:19].C(=O)([O-])[O-].[K+].[K+]. (4) Given the product [NH2:1][C:2]1[CH:7]=[C:6]([F:8])[C:5]([Cl:9])=[CH:4][C:3]=1[CH:10]=[O:11], predict the reactants needed to synthesize it. The reactants are: [NH2:1][C:2]1[CH:7]=[C:6]([F:8])[C:5]([Cl:9])=[CH:4][C:3]=1[CH2:10][OH:11]. (5) Given the product [C:6]1([C:12]2[O:13][C:14]3[CH:24]=[CH:23][CH:22]=[CH:21][C:15]=3[O:16][C:17]=2[C:18]#[N:20])[CH:7]=[CH:8][CH:9]=[CH:10][CH:11]=1, predict the reactants needed to synthesize it. The reactants are: P(Cl)(Cl)(Cl)=O.[C:6]1([C:12]2[O:13][C:14]3[CH:24]=[CH:23][CH:22]=[CH:21][C:15]=3[O:16][C:17]=2[C:18]([NH2:20])=O)[CH:11]=[CH:10][CH:9]=[CH:8][CH:7]=1.C(=O)([O-])O.[Na+]. (6) Given the product [O:6]=[C:7]([N:21]1[CH2:26][CH2:25][N:24]2[C:27]([C:30]([F:33])([F:32])[F:31])=[N:28][N:29]=[C:23]2[CH2:22]1)[CH2:8][CH:9]([NH2:20])[CH2:10][C:11]1[CH:16]=[C:15]([F:17])[C:14]([F:18])=[CH:13][C:12]=1[F:19], predict the reactants needed to synthesize it. The reactants are: CS(O)(=O)=O.[O:6]=[C:7]([N:21]1[CH2:26][CH2:25][N:24]2[C:27]([C:30]([F:33])([F:32])[F:31])=[N:28][N:29]=[C:23]2[CH2:22]1)[CH:8]=[C:9]([NH2:20])[CH2:10][C:11]1[CH:16]=[C:15]([F:17])[C:14]([F:18])=[CH:13][C:12]=1[F:19].CC(O)C.N. (7) Given the product [CH:9]1[C:10]([CH2:18][C@@H:19]([NH2:36])[CH2:20][C:21]([N:23]2[CH2:35][C:27]3=[N:28][N:29]=[C:30]([C:31]([F:34])([F:33])[F:32])[N:26]3[CH2:25][CH2:24]2)=[O:22])=[C:11]([F:17])[CH:12]=[C:13]([F:16])[C:14]=1[F:15], predict the reactants needed to synthesize it. The reactants are: [OH-].[Na+].C(OC(=O)C)C.[CH:9]1[C:10]([CH2:18][C@@H:19]([NH2:36])[CH2:20][C:21]([N:23]2[CH2:35][C:27]3=[N:28][N:29]=[C:30]([C:31]([F:34])([F:33])[F:32])[N:26]3[CH2:25][CH2:24]2)=[O:22])=[C:11]([F:17])[CH:12]=[C:13]([F:16])[C:14]=1[F:15].C1(C)C=CC([C@@](C([O-])=O)(O)[C@@](C2C=CC(C)=CC=2)(O)C([O-])=O)=CC=1. (8) Given the product [CH3:18][C:19]1[CH:20]=[C:21]([NH:22][C:6]2[C:7]([C:12]([NH2:14])=[O:13])=[C:8]([O:10][CH3:11])[N:9]=[C:4]([S:3][CH2:1][CH3:2])[N:5]=2)[CH:23]=[C:24]([CH3:26])[CH:25]=1, predict the reactants needed to synthesize it. The reactants are: [CH2:1]([S:3][C:4]1[N:9]=[C:8]([O:10][CH3:11])[C:7]([C:12]([NH2:14])=[O:13])=[C:6](S(C)=O)[N:5]=1)[CH3:2].[CH3:18][C:19]1[CH:20]=[C:21]([CH:23]=[C:24]([CH3:26])[CH:25]=1)[NH2:22].CCN(C(C)C)C(C)C.CCOC(C)=O. (9) The reactants are: [C:1]([O:5][C:6]([NH:8][C@@H:9]([C:13]([O:15][C:16]([CH3:19])([CH3:18])[CH3:17])=[O:14])[CH2:10][CH2:11]O)=[O:7])([CH3:4])([CH3:3])[CH3:2].[Br:20]N1C(=O)CCC1=O.C1(P(C2C=CC=CC=2)C2C=CC=CC=2)C=CC=CC=1. Given the product [Br:20][CH2:11][CH2:10][C@@H:9]([NH:8][C:6]([O:5][C:1]([CH3:4])([CH3:3])[CH3:2])=[O:7])[C:13]([O:15][C:16]([CH3:19])([CH3:18])[CH3:17])=[O:14], predict the reactants needed to synthesize it.